Dataset: Forward reaction prediction with 1.9M reactions from USPTO patents (1976-2016). Task: Predict the product of the given reaction. (1) Given the reactants Br[CH2:2][C:3]1[CH:7]=[C:6]([C:8]2[CH:13]=[CH:12][C:11]([C:14]([F:17])([F:16])[F:15])=[CH:10][CH:9]=2)[S:5][C:4]=1[C:18](OC)=[O:19].[CH3:22][C:23]1[CH:28]=[CH:27][C:26]([CH3:29])=[C:25]([CH3:30])[C:24]=1[OH:31], predict the reaction product. The product is: [F:17][C:14]([F:15])([F:16])[C:11]1[CH:10]=[CH:9][C:8]([C:6]2[S:5][C:4]([CH2:18][OH:19])=[C:3]([CH2:2][O:31][C:24]3[C:23]([CH3:22])=[CH:28][CH:27]=[C:26]([CH3:29])[C:25]=3[CH3:30])[CH:7]=2)=[CH:13][CH:12]=1. (2) Given the reactants [C:1]([O:5][C:6]([N:8]1[CH2:13][CH2:12][C:11](=O)[CH:10]([C:15](=O)[C:16]2[CH:21]=[CH:20][C:19]([F:22])=[CH:18][CH:17]=2)[CH2:9]1)=[O:7])([CH3:4])([CH3:3])[CH3:2].FC(F)(F)C(O)=O.[CH3:31][CH:32]1[CH2:36][CH2:35][CH2:34][N:33]1[C:37]([NH2:39])=[NH:38].C([O-])([O-])=O.[K+].[K+], predict the reaction product. The product is: [C:1]([O:5][C:6]([N:8]1[CH2:13][CH2:12][C:11]2[N:38]=[C:37]([N:33]3[CH2:34][CH2:35][CH2:36][CH:32]3[CH3:31])[N:39]=[C:15]([C:16]3[CH:21]=[CH:20][C:19]([F:22])=[CH:18][CH:17]=3)[C:10]=2[CH2:9]1)=[O:7])([CH3:4])([CH3:3])[CH3:2]. (3) Given the reactants [Cl:1][C:2]1[C:10]([C:11]#[N:12])=[CH:9][CH:8]=[C:7]2[C:3]=1[CH:4]=[C:5]([CH2:18][OH:19])[N:6]2[CH2:13][C:14]([F:17])([F:16])[F:15], predict the reaction product. The product is: [Cl:1][C:2]1[C:10]([C:11]#[N:12])=[CH:9][CH:8]=[C:7]2[C:3]=1[CH:4]=[C:5]([CH:18]=[O:19])[N:6]2[CH2:13][C:14]([F:16])([F:17])[F:15]. (4) Given the reactants C(O)(=O)/C=C\C(O)=[O:5].C(O)(=O)/C=C\C(O)=O.[N:17]1[C:21]2[CH:22]=[CH:23][CH:24]=[CH:25][C:20]=2[NH:19][C:18]=1[S:26][CH2:27][CH2:28][N:29]1[CH2:34][CH2:33][N:32]([CH2:35][C:36]([NH:38][C:39]2[C:40]([S:48][CH3:49])=[N:41][C:42]([CH3:47])=[CH:43][C:44]=2[S:45][CH3:46])=[O:37])[CH2:31][CH2:30]1.ClC1C=CC=C(C(OO)=O)C=1, predict the reaction product. The product is: [N:17]1[C:21]2[CH:22]=[CH:23][CH:24]=[CH:25][C:20]=2[NH:19][C:18]=1[S:26][CH2:27][CH2:28][N:29]1[CH2:30][CH2:31][N:32]([CH2:35][C:36]([NH:38][C:39]2[C:40]([S:48]([CH3:49])=[O:5])=[N:41][C:42]([CH3:47])=[CH:43][C:44]=2[S:45][CH3:46])=[O:37])[CH2:33][CH2:34]1. (5) Given the reactants [H-].[K+].Br[C:4]1[CH:12]=[C:11]2[C:7]([CH:8]=[CH:9][NH:10]2)=[CH:6][CH:5]=1.C([Li])(C)(C)C.[CH2:18]([S:20]SCC)[CH3:19], predict the reaction product. The product is: [CH2:18]([S:20][C:4]1[CH:12]=[C:11]2[C:7]([CH:8]=[CH:9][NH:10]2)=[CH:6][CH:5]=1)[CH3:19].